Dataset: Forward reaction prediction with 1.9M reactions from USPTO patents (1976-2016). Task: Predict the product of the given reaction. (1) Given the reactants [N+:1]([CH2:3][C:4]([O:6][CH3:7])=[O:5])#[C-:2].[H-].[Na+].Br[C:11]1[S:12][C:13]([Br:16])=[CH:14][N:15]=1, predict the reaction product. The product is: [Br:16][C:13]1[S:12][C:11]2=[C:3]([C:4]([O:6][CH3:7])=[O:5])[N:1]=[CH:2][N:15]2[CH:14]=1. (2) Given the reactants [CH2:1]([O:3][C:4](=[O:20])[C:5](=O)/[CH:6]=[C:7](/[C:9]1[CH:14]=[CH:13][CH:12]=[C:11]([C:15]([F:18])([F:17])[F:16])[CH:10]=1)\[O-])[CH3:2].[Li+].Cl.[CH3:23][O:24][C:25]1[CH:26]=[C:27]([NH:31][NH2:32])[CH:28]=[CH:29][CH:30]=1, predict the reaction product. The product is: [CH3:23][O:24][C:25]1[CH:26]=[C:27]([N:31]2[C:7]([C:9]3[CH:14]=[CH:13][CH:12]=[C:11]([C:15]([F:18])([F:17])[F:16])[CH:10]=3)=[CH:6][C:5]([C:4]([O:3][CH2:1][CH3:2])=[O:20])=[N:32]2)[CH:28]=[CH:29][CH:30]=1. (3) Given the reactants Cl[C:2]1[CH:3]=[CH:4][C:5]2[N:6]([C:8]([C:11]#[CH:12])=[CH:9][N:10]=2)[N:7]=1.[O:13]1[CH2:18][CH2:17][N:16]([CH2:19][C:20]2[CH:25]=[CH:24][C:23](B(O)O)=[CH:22][CH:21]=2)[CH2:15][CH2:14]1.C(=O)([O-])[O-].[Na+].[Na+], predict the reaction product. The product is: [C:11]([C:8]1[N:6]2[N:7]=[C:2]([C:23]3[CH:24]=[CH:25][C:20]([CH2:19][N:16]4[CH2:17][CH2:18][O:13][CH2:14][CH2:15]4)=[CH:21][CH:22]=3)[CH:3]=[CH:4][C:5]2=[N:10][CH:9]=1)#[CH:12]. (4) Given the reactants [CH3:1][S:2]([C:5]1[CH:47]=[CH:46][C:8]([O:9][C:10]2[CH:15]=[C:14]([N:16]([CH2:25][O:26][CH2:27][CH2:28][Si:29]([CH3:32])([CH3:31])[CH3:30])[CH2:17][O:18][CH2:19][CH2:20][Si:21]([CH3:24])([CH3:23])[CH3:22])[N:13]3[N:33]=[CH:34][C:35]([C:36]4[CH:37]=[N:38][C:39]5[C:44]([CH:45]=4)=[CH:43][CH:42]=[CH:41][CH:40]=5)=[C:12]3[N:11]=2)=[CH:7][CH:6]=1)(=[O:4])=[O:3].C1C(=O)N([Br:55])C(=O)C1, predict the reaction product. The product is: [Br:55][C:15]1[C:10]([O:9][C:8]2[CH:46]=[CH:47][C:5]([S:2]([CH3:1])(=[O:3])=[O:4])=[CH:6][CH:7]=2)=[N:11][C:12]2[N:13]([N:33]=[CH:34][C:35]=2[C:36]2[CH:37]=[N:38][C:39]3[C:44]([CH:45]=2)=[CH:43][CH:42]=[CH:41][CH:40]=3)[C:14]=1[N:16]([CH2:25][O:26][CH2:27][CH2:28][Si:29]([CH3:32])([CH3:31])[CH3:30])[CH2:17][O:18][CH2:19][CH2:20][Si:21]([CH3:22])([CH3:23])[CH3:24].